From a dataset of TCR-epitope binding with 47,182 pairs between 192 epitopes and 23,139 TCRs. Binary Classification. Given a T-cell receptor sequence (or CDR3 region) and an epitope sequence, predict whether binding occurs between them. (1) The epitope is PROT_97E67BCC. The TCR CDR3 sequence is CASSRRTSGRADTQYF. Result: 1 (the TCR binds to the epitope). (2) The epitope is TLIGDCATV. The TCR CDR3 sequence is CAISGGGRFLSSYNEQFF. Result: 1 (the TCR binds to the epitope). (3) The epitope is HTDFSSEIIGY. The TCR CDR3 sequence is CASSYRTGSEEQFF. Result: 0 (the TCR does not bind to the epitope). (4) The epitope is DATYQRTRALVR. The TCR CDR3 sequence is CASSPGTPTDTQYF. Result: 1 (the TCR binds to the epitope). (5) The epitope is VTEHDTLLY. The TCR CDR3 sequence is CASSQDRRRAWNEQFF. Result: 1 (the TCR binds to the epitope). (6) The epitope is SEPVLKGVKL. The TCR CDR3 sequence is CASGAGVRETQYF. Result: 0 (the TCR does not bind to the epitope). (7) Result: 1 (the TCR binds to the epitope). The TCR CDR3 sequence is CSARDPGTNYGYTF. The epitope is AVFDRKSDAK. (8) The epitope is RQLLFVVEV. The TCR CDR3 sequence is CASSLNRVGGNTIYF. Result: 1 (the TCR binds to the epitope). (9) The TCR CDR3 sequence is CASSLEGLADTDTQYF. Result: 1 (the TCR binds to the epitope). The epitope is GILGFVFTL.